Predict the product of the given reaction. From a dataset of Forward reaction prediction with 1.9M reactions from USPTO patents (1976-2016). (1) Given the reactants [C:1](Cl)([O:3][CH2:4][CH:5]=[CH2:6])=[O:2].[NH2:8][C:9]1[CH:14]=[CH:13][C:12]([CH2:15][OH:16])=[CH:11][CH:10]=1.N1C=CC=CC=1, predict the reaction product. The product is: [CH2:4]([O:3][C:1](=[O:2])[NH:8][C:9]1[CH:14]=[CH:13][C:12]([CH2:15][OH:16])=[CH:11][CH:10]=1)[CH:5]=[CH2:6]. (2) Given the reactants Cl.[NH:2]1[C:10]2[C:5](=[CH:6][C:7]([NH:11][C:12]3[C:17]([C:18]#[N:19])=[CH:16][N:15]=[C:14]4[S:20][C:21](I)=[CH:22][C:13]=34)=[CH:8][CH:9]=2)[CH:4]=[CH:3]1.[CH:24]([C:26]1[CH:31]=[CH:30][C:29](B(O)O)=[CH:28][CH:27]=1)=[O:25], predict the reaction product. The product is: [CH:24]([C:26]1[CH:31]=[CH:30][C:29]([C:21]2[S:20][C:14]3=[N:15][CH:16]=[C:17]([C:18]#[N:19])[C:12]([NH:11][C:7]4[CH:6]=[C:5]5[C:10](=[CH:9][CH:8]=4)[NH:2][CH:3]=[CH:4]5)=[C:13]3[CH:22]=2)=[CH:28][CH:27]=1)=[O:25]. (3) The product is: [NH2:2][CH2:1][C:3]1([CH2:15][CH:16]2[CH2:18][CH2:17]2)[CH2:4][CH2:5][N:6]([S:9]([NH:12][CH2:13][CH3:14])(=[O:10])=[O:11])[CH2:7][CH2:8]1. Given the reactants [C:1]([C:3]1([CH2:15][CH:16]2[CH2:18][CH2:17]2)[CH2:8][CH2:7][N:6]([S:9]([NH:12][CH2:13][CH3:14])(=[O:11])=[O:10])[CH2:5][CH2:4]1)#[N:2].[OH-].[Na+], predict the reaction product. (4) The product is: [ClH:3].[Cl:3][C:23]1[C:22]2[C:27](=[CH:28][CH:29]=[C:20]([C:17]3[CH:18]=[CH:19][C:14]([S:11]([N:8]4[CH2:9][CH2:10][O:5][CH2:6][CH2:7]4)(=[O:13])=[O:12])=[CH:15][CH:16]=3)[CH:21]=2)[N:26]=[CH:25][N:24]=1. Given the reactants S(Cl)([Cl:3])=O.[O:5]1[CH2:10][CH2:9][N:8]([S:11]([C:14]2[CH:19]=[CH:18][C:17]([C:20]3[CH:21]=[C:22]4[C:27](=[CH:28][CH:29]=3)[N:26]=[CH:25][NH:24][C:23]4=O)=[CH:16][CH:15]=2)(=[O:13])=[O:12])[CH2:7][CH2:6]1, predict the reaction product. (5) The product is: [I:1][C:2]1[CH:3]=[C:4]2[C:5](=[CH:7][CH:8]=1)[NH:6][N:10]=[CH:9]2. Given the reactants [I:1][C:2]1[CH:8]=[CH:7][C:5]([NH2:6])=[C:4]([CH3:9])[CH:3]=1.[N:10]([O-])=O.[Na+], predict the reaction product. (6) Given the reactants [Br:1][C:2]1[CH:3]=[C:4]([N:8]=[C:9]=[S:10])[CH:5]=[CH:6][CH:7]=1.[N+:11]([C:14]1[CH:15]=[C:16]([CH:21]=[CH:22][CH:23]=1)[C:17]([NH:19][NH2:20])=[O:18])([O-:13])=[O:12], predict the reaction product. The product is: [Br:1][C:2]1[CH:3]=[C:4]([NH:8][C:9]([NH:20][NH:19][C:17](=[O:18])[C:16]2[CH:21]=[CH:22][CH:23]=[C:14]([N+:11]([O-:13])=[O:12])[CH:15]=2)=[S:10])[CH:5]=[CH:6][CH:7]=1. (7) Given the reactants [CH3:1][CH2:2][CH2:3][CH2:4][CH2:5][CH3:6].[Li][CH2:8][CH2:9][CH2:10][CH3:11].[CH2:12]1[CH2:16][O:15][CH2:14][CH2:13]1.Br[C:18]1[CH:23]=[CH:22][C:21]([O:24][CH2:25][CH2:26][CH2:27][CH2:28][CH2:29][CH2:30][CH2:31][CH2:32][CH2:33][CH3:34])=[C:20]([O:35][CH2:36][CH2:37][CH2:38][CH2:39][CH2:40][CH2:41][CH2:42][CH2:43][CH2:44][CH3:45])[CH:19]=1, predict the reaction product. The product is: [CH2:1]([O:24][C:21]1[CH:20]=[C:19]([C:18]2[CH:23]=[CH:22][C:21]([O:24][CH2:25][CH2:26][CH2:27][CH2:28][CH2:29][CH2:30][CH2:31][CH2:32][CH2:33][CH3:34])=[C:20]([O:35][CH2:36][CH2:37][CH2:38][CH2:39][CH2:40][CH2:41][CH2:42][CH2:43][CH2:44][CH3:45])[CH:19]=2)[CH:18]=[CH:12][C:16]=1[O:15][CH2:14][CH2:13][CH2:32][CH2:31][CH2:30][CH2:29][CH2:28][CH2:27][CH2:26][CH3:25])[CH2:2][CH2:3][CH2:4][CH2:5][CH2:6][CH2:8][CH2:9][CH2:10][CH3:11]. (8) Given the reactants Cl[C:2]1[C:11]([C:12]([OH:14])=[O:13])=[CH:10][C:9]2[C:4](=[CH:5][CH:6]=[C:7]([Cl:15])[CH:8]=2)[N:3]=1.[CH3:16][O:17][C:18]1[CH:32]=[C:31]2[C:21]([NH:22][CH:23]=[C:24]2[CH2:25][CH:26]([C:28]([OH:30])=[O:29])[NH2:27])=[CH:20][CH:19]=1.C(Cl)(Cl)Cl, predict the reaction product. The product is: [C:12]([OH:14])(=[O:13])[CH3:11].[C:28]([CH:26]([NH:27][C:2]1[C:11]([C:12]([OH:14])=[O:13])=[CH:10][C:9]2[C:4](=[CH:5][CH:6]=[C:7]([Cl:15])[CH:8]=2)[N:3]=1)[CH2:25][C:24]1[C:31]2[C:21](=[CH:20][CH:19]=[C:18]([O:17][CH3:16])[CH:32]=2)[NH:22][CH:23]=1)([OH:30])=[O:29]. (9) Given the reactants C(CCC1C(CCCCCCOC2C=C(C3C=CC(F)=C(F)C=3)C=C(C(=O)N(C)C)C=2)=CC=CC=1OCCCC(O)=O)(O)=O.C([O:47][C:48](=[O:98])[CH2:49][CH2:50][CH2:51][O:52][C:53]1[CH:58]=[CH:57][CH:56]=[C:55]([CH2:59][CH2:60][CH2:61][CH2:62][CH2:63][CH2:64][O:65][C:66]2[CH:71]=[C:70]([C:72]3[CH:76]=[CH:75][S:74][CH:73]=3)[CH:69]=[C:68]([C:77](=[O:90])[NH:78][CH2:79][C:80]3[CH:85]=[CH:84][CH:83]=[CH:82][C:81]=3[O:86][CH:87]([F:89])[F:88])[CH:67]=2)[C:54]=1[CH2:91][CH2:92][C:93]([O:95]CC)=[O:94])C.[OH-].[Na+], predict the reaction product. The product is: [C:93]([CH2:92][CH2:91][C:54]1[C:55]([CH2:59][CH2:60][CH2:61][CH2:62][CH2:63][CH2:64][O:65][C:66]2[CH:71]=[C:70]([C:72]3[CH:76]=[CH:75][S:74][CH:73]=3)[CH:69]=[C:68]([C:77](=[O:90])[NH:78][CH2:79][C:80]3[CH:85]=[CH:84][CH:83]=[CH:82][C:81]=3[O:86][CH:87]([F:88])[F:89])[CH:67]=2)=[CH:56][CH:57]=[CH:58][C:53]=1[O:52][CH2:51][CH2:50][CH2:49][C:48]([OH:98])=[O:47])([OH:95])=[O:94].